The task is: Predict the reactants needed to synthesize the given product.. This data is from Retrosynthesis with 50K atom-mapped reactions and 10 reaction types from USPTO. (1) Given the product COC(=O)C(NC(=O)c1ccc(C(=O)NCc2cccc(O)c2)cc1Br)P(=O)(OC)OC, predict the reactants needed to synthesize it. The reactants are: COC(=O)C(N)P(=O)(OC)OC.O=C(NCc1cccc(O)c1)c1ccc(C(=O)O)c(Br)c1. (2) Given the product O=S(=O)(Nc1ccc(O)cc1)c1cccc2ccccc12, predict the reactants needed to synthesize it. The reactants are: Nc1ccc(O)cc1.O=S(=O)(Cl)c1cccc2ccccc12. (3) Given the product O=C1CCc2cc(F)c(OCCCCN3CCN(c4cccc5ccccc45)CC3)nc2N1, predict the reactants needed to synthesize it. The reactants are: O=CCCCOc1nc2c(cc1F)CCC(=O)N2.c1ccc2c(N3CCNCC3)cccc2c1. (4) Given the product O=C1CCc2cccc(Oc3cncc(Cl)n3)c21, predict the reactants needed to synthesize it. The reactants are: Clc1cncc(Cl)n1.O=C1CCc2cccc(O)c21.